The task is: Regression. Given a peptide amino acid sequence and an MHC pseudo amino acid sequence, predict their binding affinity value. This is MHC class II binding data.. This data is from Peptide-MHC class II binding affinity with 134,281 pairs from IEDB. (1) The peptide sequence is RAMMLDDLTMGYVVS. The MHC is DRB1_0101 with pseudo-sequence DRB1_0101. The binding affinity (normalized) is 0.856. (2) The peptide sequence is ATPEAKYDAYVATLS. The MHC is HLA-DQA10101-DQB10501 with pseudo-sequence HLA-DQA10101-DQB10501. The binding affinity (normalized) is 0.191. (3) The peptide sequence is RQHGSEEWEPLTKKG. The MHC is DRB1_0401 with pseudo-sequence DRB1_0401. The binding affinity (normalized) is 0.0714. (4) The peptide sequence is WCYYAAAQKEVSGVK. The MHC is DRB3_0101 with pseudo-sequence DRB3_0101. The binding affinity (normalized) is 0.500.